From a dataset of NCI-60 drug combinations with 297,098 pairs across 59 cell lines. Regression. Given two drug SMILES strings and cell line genomic features, predict the synergy score measuring deviation from expected non-interaction effect. Drug 1: CC1=C2C(C(=O)C3(C(CC4C(C3C(C(C2(C)C)(CC1OC(=O)C(C(C5=CC=CC=C5)NC(=O)OC(C)(C)C)O)O)OC(=O)C6=CC=CC=C6)(CO4)OC(=O)C)OC)C)OC. Drug 2: C(CC(=O)O)C(=O)CN.Cl. Cell line: DU-145. Synergy scores: CSS=30.8, Synergy_ZIP=-4.52, Synergy_Bliss=-8.78, Synergy_Loewe=-26.8, Synergy_HSA=-6.87.